This data is from Catalyst prediction with 721,799 reactions and 888 catalyst types from USPTO. The task is: Predict which catalyst facilitates the given reaction. (1) Reactant: [OH:1][CH2:2][CH2:3][CH2:4][N:5]1[C:9](=[O:10])[CH:8]=[CH:7][C:6]1=[O:11].CC(O)C. Product: [O:11]=[C:6]1[CH:7]=[CH:8][C:9](=[O:10])[N:5]1[CH2:4][CH2:3][CH:2]=[O:1]. The catalyst class is: 2. (2) Reactant: F[C:2]1[CH:7]=[CH:6][C:5]([N+:8]([O-])=O)=[CH:4][CH:3]=1.[CH3:11][N:12]1[CH2:17][CH2:16]N[CH2:14][CH2:13]1.[C:18]([O-])([O-])=O.[K+].[K+]. Product: [N:12]1([CH2:11][C:2]2[CH:7]=[CH:6][C:5]([NH2:8])=[CH:4][CH:3]=2)[CH2:17][CH2:16][CH2:18][CH2:14][CH2:13]1. The catalyst class is: 9. (3) Reactant: [Cl:1][C:2]1[S:3][C:4]([S:8]([N:11]2[C:17]3[CH:18]=[CH:19][CH:20]=[CH:21][C:16]=3[CH2:15][CH2:14][CH2:13][CH2:12]2)(=[O:10])=[O:9])=[CH:5][C:6]=1[NH2:7].[N:22]([C:25]1[CH:34]=[CH:33][CH:32]=[CH:31][C:26]=1[C:27](OC)=[O:28])=[C:23]=[O:24].C(O)C(N)(CO)CO. Product: [Cl:1][C:2]1[S:3][C:4]([S:8]([N:11]2[C:17]3[CH:18]=[CH:19][CH:20]=[CH:21][C:16]=3[CH2:15][CH2:14][CH2:13][CH2:12]2)(=[O:9])=[O:10])=[CH:5][C:6]=1[N:7]1[C:27](=[O:28])[C:26]2[C:25](=[CH:34][CH:33]=[CH:32][CH:31]=2)[NH:22][C:23]1=[O:24]. The catalyst class is: 230. (4) Reactant: [C:1]([O:5][C:6]([N:8]1[C:16]2[C:11](=[CH:12][CH:13]=[CH:14][CH:15]=2)[C:10]([CH2:17][C@@H:18]([C:30]([O:32][C:33]([CH3:36])([CH3:35])[CH3:34])=[O:31])[N:19]2[CH:24]=[CH:23][CH:22]=[C:21]([C:25]([O:27]C)=[O:26])[C:20]2=[O:29])=[CH:9]1)=[O:7])([CH3:4])([CH3:3])[CH3:2].[OH-].[Li+].Cl. Product: [C:1]([O:5][C:6]([N:8]1[C:16]2[C:11](=[CH:12][CH:13]=[CH:14][CH:15]=2)[C:10]([CH2:17][C@@H:18]([C:30]([O:32][C:33]([CH3:36])([CH3:35])[CH3:34])=[O:31])[N:19]2[CH:24]=[CH:23][CH:22]=[C:21]([C:25]([OH:27])=[O:26])[C:20]2=[O:29])=[CH:9]1)=[O:7])([CH3:3])([CH3:4])[CH3:2]. The catalyst class is: 38. (5) Reactant: [NH:1]1[C:9]2[C:4](=[CH:5][C:6]([NH:10][C:11](=[O:17])[CH2:12][C:13](=O)[CH2:14][CH3:15])=[CH:7][CH:8]=2)[CH:3]=[N:2]1.[F:18][C:19]1[CH:26]=[CH:25][C:22]([CH:23]=O)=[CH:21][CH:20]=1.[NH2:27][C:28]([NH2:30])=[O:29].[O-]S(C(F)(F)F)(=O)=O.[Yb+3].[O-]S(C(F)(F)F)(=O)=O.[O-]S(C(F)(F)F)(=O)=O. Product: [CH2:14]([C:13]1[NH:30][C:28](=[O:29])[NH:27][CH:23]([C:22]2[CH:25]=[CH:26][C:19]([F:18])=[CH:20][CH:21]=2)[C:12]=1[C:11]([NH:10][C:6]1[CH:5]=[C:4]2[C:9](=[CH:8][CH:7]=1)[NH:1][N:2]=[CH:3]2)=[O:17])[CH3:15]. The catalyst class is: 144.